From a dataset of Reaction yield outcomes from USPTO patents with 853,638 reactions. Predict the reaction yield, written as a fraction of the theoretical maximum amount of product (1.0 means a 100% yield; for example, 0.34 means a 34% yield). (1) The reactants are [CH3:1][O:2][C:3]1[CH:11]=[C:10]2[C:6]([C:7]([CH:12]=[O:13])=[N:8][NH:9]2)=[CH:5][CH:4]=1.[C:14](=O)([O-])[O-].[Cs+].[Cs+].IC. The catalyst is CS(C)=O.O. The product is [CH3:1][O:2][C:3]1[CH:11]=[C:10]2[C:6]([C:7]([CH:12]=[O:13])=[N:8][N:9]2[CH3:14])=[CH:5][CH:4]=1. The yield is 0.660. (2) The reactants are [NH2:1][C:2]1[CH:3]=[C:4]([C:8]([C:10]2[C:18]3[CH:17]=[N:16][CH:15]=[N:14][C:13]=3[N:12]([C:19]3([C:23]([CH3:31])([CH3:30])[O:24][SiH2:25][C:26]([CH3:29])([CH3:28])[CH3:27])[CH2:22][O:21][CH2:20]3)[CH:11]=2)=[O:9])[CH:5]=[N:6][CH:7]=1.[Cl:32][C:33]1[CH:38]=[CH:37][C:36]([CH2:39][C:40](O)=[O:41])=[CH:35][CH:34]=1.CN(C(ON1N=NC2C=CC=NC1=2)=[N+](C)C)C.F[P-](F)(F)(F)(F)F. The catalyst is N1C=CC=CC=1.ClCCl.C(=O)(O)[O-].[Na+]. The product is [C:26]([SiH2:25][O:24][C:23]([CH3:31])([CH3:30])[C:19]1([N:12]2[C:13]3[N:14]=[CH:15][N:16]=[CH:17][C:18]=3[C:10]([C:8]([C:4]3[CH:3]=[C:2]([NH:1][C:40](=[O:41])[CH2:39][C:36]4[CH:37]=[CH:38][C:33]([Cl:32])=[CH:34][CH:35]=4)[CH:7]=[N:6][CH:5]=3)=[O:9])=[CH:11]2)[CH2:20][O:21][CH2:22]1)([CH3:29])([CH3:28])[CH3:27]. The yield is 0.870. (3) The reactants are [O:1]1[C:5]2[CH:6]=[CH:7][C:8]([CH2:10][C:11]3[N:15]4[N:16]=[C:17]([C:20]5[O:24][C:23]([CH:25]=O)=[CH:22][CH:21]=5)[CH:18]=[CH:19][C:14]4=[N:13][N:12]=3)=[CH:9][C:4]=2[CH2:3][CH2:2]1.[NH:27]1[CH2:32][CH2:31][O:30][CH2:29][CH2:28]1.C(O[BH-](OC(=O)C)OC(=O)C)(=O)C.[Na+]. The catalyst is CC(O)=O.C(Cl)Cl. The product is [O:1]1[C:5]2[CH:6]=[CH:7][C:8]([CH2:10][C:11]3[N:15]4[N:16]=[C:17]([C:20]5[O:24][C:23]([CH2:25][N:27]6[CH2:32][CH2:31][O:30][CH2:29][CH2:28]6)=[CH:22][CH:21]=5)[CH:18]=[CH:19][C:14]4=[N:13][N:12]=3)=[CH:9][C:4]=2[CH2:3][CH2:2]1. The yield is 0.270.